From a dataset of Reaction yield outcomes from USPTO patents with 853,638 reactions. Predict the reaction yield, written as a fraction of the theoretical maximum amount of product (1.0 means a 100% yield; for example, 0.34 means a 34% yield). (1) The reactants are Cl[C:2]1[N:11]=[C:10]([N:12]2[CH2:17][CH2:16][O:15][CH2:14][CH2:13]2)[C:9]2[C:4](=[CH:5][C:6]([C:18]3[CH:19]=[N:20][CH:21]=[N:22][CH:23]=3)=[CH:7][CH:8]=2)[N:3]=1.[CH3:24][N:25]([CH3:53])[C:26](=[O:52])[C:27]1[CH:32]=[CH:31][C:30]([NH:33][C:34]([NH:36][C:37]2[CH:42]=[CH:41][C:40](B3OC(C)(C)C(C)(C)O3)=[CH:39][CH:38]=2)=[O:35])=[CH:29][CH:28]=1.C(=O)([O-])[O-].[Cs+].[Cs+].CN(C=O)C. The catalyst is Cl[Pd](Cl)([P](C1C=CC=CC=1)(C1C=CC=CC=1)C1C=CC=CC=1)[P](C1C=CC=CC=1)(C1C=CC=CC=1)C1C=CC=CC=1.O. The product is [CH3:24][N:25]([CH3:53])[C:26](=[O:52])[C:27]1[CH:32]=[CH:31][C:30]([NH:33][C:34]([NH:36][C:37]2[CH:38]=[CH:39][C:40]([C:2]3[N:11]=[C:10]([N:12]4[CH2:17][CH2:16][O:15][CH2:14][CH2:13]4)[C:9]4[C:4](=[CH:5][C:6]([C:18]5[CH:19]=[N:20][CH:21]=[N:22][CH:23]=5)=[CH:7][CH:8]=4)[N:3]=3)=[CH:41][CH:42]=2)=[O:35])=[CH:29][CH:28]=1. The yield is 0.110. (2) The reactants are [Br:1][C:2]1[CH:7]=[C:6]([CH:8]([OH:10])[CH3:9])[C:5]([F:11])=[CH:4][N:3]=1.I(C1C=CC=CC=1C(O)=O)(=O)=O. The catalyst is C(OCC)(=O)C. The product is [Br:1][C:2]1[CH:7]=[C:6]([C:8](=[O:10])[CH3:9])[C:5]([F:11])=[CH:4][N:3]=1. The yield is 0.920. (3) The reactants are [Br:1][C:2]1[N:6]2[N:7]=[C:8]([O:11][CH3:12])[CH:9]=[CH:10][C:5]2=[N:4][C:3]=1[C:13]1[CH:18]=[CH:17][C:16]([CH3:19])=[C:15]([N+:20]([O-])=O)[CH:14]=1.CC(O)=O. The catalyst is C(O)C.O.[Fe]. The product is [Br:1][C:2]1[N:6]2[N:7]=[C:8]([O:11][CH3:12])[CH:9]=[CH:10][C:5]2=[N:4][C:3]=1[C:13]1[CH:18]=[CH:17][C:16]([CH3:19])=[C:15]([CH:14]=1)[NH2:20]. The yield is 0.890. (4) The reactants are Br[C:2]1[CH:3]=[C:4]2[C:9]([NH:10][C@@H:11]3[CH2:22][C@@H:14]4[CH2:15][N:16]([S:18]([CH3:21])(=[O:20])=[O:19])[CH2:17][C@@H:13]4[C@H:12]3[CH3:23])=[C:8]([C:24]([NH2:26])=[O:25])[CH:7]=[N:6][N:5]2[CH:27]=1.[C:28](=[O:31])([O-])[O-].[K+].[K+].C[N:35](C)[CH2:36][CH2:37][NH2:38].[O:40]1[CH2:45][CH2:44]OCC1. The yield is 0.250. The product is [C:45]([N:35]1[CH2:36][CH2:37][N:38]([C:2]2[CH:3]=[C:4]3[C:9]([NH:10][C@@H:11]4[CH2:22][C@@H:14]5[CH2:15][N:16]([S:18]([CH3:21])(=[O:20])=[O:19])[CH2:17][C@@H:13]5[C@H:12]4[CH3:23])=[C:8]([C:24]([NH2:26])=[O:25])[CH:7]=[N:6][N:5]3[CH:27]=2)[C:28]1=[O:31])(=[O:40])[CH3:44]. The catalyst is [Cu]I.